From a dataset of Reaction yield outcomes from USPTO patents with 853,638 reactions. Predict the reaction yield, written as a fraction of the theoretical maximum amount of product (1.0 means a 100% yield; for example, 0.34 means a 34% yield). (1) The reactants are [NH2:1][C:2]1[CH:10]=[CH:9][C:5]([C:6]([OH:8])=[O:7])=[CH:4][CH:3]=1.[OH-].[Na+].Cl[CH2:14][CH2:15][CH2:16][C:17](Cl)=[O:18].Cl. The catalyst is O.C1(C)C=CC=CC=1. The product is [N:1]1([C:2]2[CH:10]=[CH:9][C:5]([C:6]([OH:8])=[O:7])=[CH:4][CH:3]=2)[CH2:14][CH2:15][CH2:16][C:17]1=[O:18]. The yield is 0.960. (2) The reactants are [C:1]([O:5][C:6]([N:8]([CH3:41])[CH2:9][CH2:10][N:11]([CH2:13][C:14]1[C:15]([C:25]2[CH2:30][CH2:29][N:28](C(OCC3C=CC=CC=3)=O)[CH2:27][CH:26]=2)=[N:16][N:17]([CH:19]2[CH2:24][CH2:23][CH2:22][CH2:21][O:20]2)[CH:18]=1)[CH3:12])=[O:7])([CH3:4])([CH3:3])[CH3:2].[H][H]. The catalyst is [Pd].CO. The product is [CH3:41][N:8]([CH2:9][CH2:10][N:11]([CH3:12])[CH2:13][C:14]1[C:15]([CH:25]2[CH2:30][CH2:29][NH:28][CH2:27][CH2:26]2)=[N:16][N:17]([CH:19]2[CH2:24][CH2:23][CH2:22][CH2:21][O:20]2)[CH:18]=1)[C:6](=[O:7])[O:5][C:1]([CH3:4])([CH3:3])[CH3:2]. The yield is 0.720.